Dataset: Forward reaction prediction with 1.9M reactions from USPTO patents (1976-2016). Task: Predict the product of the given reaction. Given the reactants [CH2:1]([O:8][C:9]([NH:11][CH2:12][CH2:13][CH2:14][C@H:15]([NH:31][C:32]([C:34]1[C:42]2[C:37](=[CH:38][CH:39]=[CH:40][CH:41]=2)[N:36]([CH3:43])[CH:35]=1)=[O:33])[C:16]([NH:18][C:19]1[CH:24]=[CH:23][CH:22]=[CH:21][C:20]=1[CH2:25][CH2:26][C:27]([O:29]C)=[O:28])=[O:17])=[O:10])[C:2]1[CH:7]=[CH:6][CH:5]=[CH:4][CH:3]=1.[OH-].[Na+].Cl, predict the reaction product. The product is: [CH2:1]([O:8][C:9]([NH:11][CH2:12][CH2:13][CH2:14][C@H:15]([NH:31][C:32]([C:34]1[C:42]2[C:37](=[CH:38][CH:39]=[CH:40][CH:41]=2)[N:36]([CH3:43])[CH:35]=1)=[O:33])[C:16]([NH:18][C:19]1[CH:24]=[CH:23][CH:22]=[CH:21][C:20]=1[CH2:25][CH2:26][C:27]([OH:29])=[O:28])=[O:17])=[O:10])[C:2]1[CH:3]=[CH:4][CH:5]=[CH:6][CH:7]=1.